From a dataset of Forward reaction prediction with 1.9M reactions from USPTO patents (1976-2016). Predict the product of the given reaction. (1) The product is: [CH3:1][C:2]1[N:3]([Si:15]([CH:22]([CH3:24])[CH3:23])([CH:19]([CH3:21])[CH3:20])[CH:16]([CH3:18])[CH3:17])[CH:4]=[CH:5][C:6]=1[C:7]([O:9][CH2:10][CH3:11])=[O:8]. Given the reactants [CH3:1][C:2]1[NH:3][CH:4]=[CH:5][C:6]=1[C:7]([O:9][CH2:10][CH3:11])=[O:8].[H-].[Na+].Cl[Si:15]([CH:22]([CH3:24])[CH3:23])([CH:19]([CH3:21])[CH3:20])[CH:16]([CH3:18])[CH3:17], predict the reaction product. (2) Given the reactants [Cl:1][C:2]1[CH:7]=[CH:6][C:5]([C:8](=[O:10])[CH3:9])=[CH:4][C:3]=1[F:11].ClC1C=C(C2O[N:23]=[C:22]([C:25]([OH:27])=[O:26])C=2)C=CC=1F, predict the reaction product. The product is: [Cl:1][C:2]1[CH:7]=[CH:6][C:5]([C:8]2[O:10][N:23]=[C:22]([C:25]([OH:27])=[O:26])[CH:9]=2)=[CH:4][C:3]=1[F:11].